Regression. Given two drug SMILES strings and cell line genomic features, predict the synergy score measuring deviation from expected non-interaction effect. From a dataset of NCI-60 drug combinations with 297,098 pairs across 59 cell lines. (1) Drug 1: C1=C(C(=O)NC(=O)N1)F. Drug 2: CC(C)NC(=O)C1=CC=C(C=C1)CNNC.Cl. Cell line: PC-3. Synergy scores: CSS=35.4, Synergy_ZIP=3.10, Synergy_Bliss=3.20, Synergy_Loewe=-4.31, Synergy_HSA=0.725. (2) Drug 1: CC(C)CN1C=NC2=C1C3=CC=CC=C3N=C2N. Drug 2: CCC1(C2=C(COC1=O)C(=O)N3CC4=CC5=C(C=CC(=C5CN(C)C)O)N=C4C3=C2)O.Cl. Cell line: PC-3. Synergy scores: CSS=12.4, Synergy_ZIP=-4.33, Synergy_Bliss=-1.88, Synergy_Loewe=-8.46, Synergy_HSA=-2.18. (3) Drug 1: CCC(=C(C1=CC=CC=C1)C2=CC=C(C=C2)OCCN(C)C)C3=CC=CC=C3.C(C(=O)O)C(CC(=O)O)(C(=O)O)O. Drug 2: CC(C)NC(=O)C1=CC=C(C=C1)CNNC.Cl. Cell line: NCI/ADR-RES. Synergy scores: CSS=0.968, Synergy_ZIP=7.70, Synergy_Bliss=3.92, Synergy_Loewe=3.74, Synergy_HSA=1.09. (4) Drug 1: CC1=C2C(C(=O)C3(C(CC4C(C3C(C(C2(C)C)(CC1OC(=O)C(C(C5=CC=CC=C5)NC(=O)OC(C)(C)C)O)O)OC(=O)C6=CC=CC=C6)(CO4)OC(=O)C)OC)C)OC. Drug 2: C1CCC(C(C1)N)N.C(=O)(C(=O)[O-])[O-].[Pt+4]. Cell line: COLO 205. Synergy scores: CSS=71.3, Synergy_ZIP=6.83, Synergy_Bliss=3.91, Synergy_Loewe=2.77, Synergy_HSA=6.05. (5) Drug 1: CC1=CC=C(C=C1)C2=CC(=NN2C3=CC=C(C=C3)S(=O)(=O)N)C(F)(F)F. Drug 2: CC12CCC3C(C1CCC2O)C(CC4=C3C=CC(=C4)O)CCCCCCCCCS(=O)CCCC(C(F)(F)F)(F)F. Cell line: NCI-H322M. Synergy scores: CSS=-1.81, Synergy_ZIP=0.541, Synergy_Bliss=-0.0224, Synergy_Loewe=-0.928, Synergy_HSA=-2.08. (6) Drug 1: CC1=C2C(C(=O)C3(C(CC4C(C3C(C(C2(C)C)(CC1OC(=O)C(C(C5=CC=CC=C5)NC(=O)OC(C)(C)C)O)O)OC(=O)C6=CC=CC=C6)(CO4)OC(=O)C)O)C)O. Drug 2: N.N.Cl[Pt+2]Cl. Cell line: HCC-2998. Synergy scores: CSS=29.1, Synergy_ZIP=-0.420, Synergy_Bliss=0.991, Synergy_Loewe=3.95, Synergy_HSA=3.74. (7) Drug 1: CC(CN1CC(=O)NC(=O)C1)N2CC(=O)NC(=O)C2. Drug 2: C1=CC=C(C(=C1)C(C2=CC=C(C=C2)Cl)C(Cl)Cl)Cl. Cell line: CCRF-CEM. Synergy scores: CSS=65.2, Synergy_ZIP=0.0355, Synergy_Bliss=4.59, Synergy_Loewe=-1.26, Synergy_HSA=5.38. (8) Drug 1: C1CCC(C1)C(CC#N)N2C=C(C=N2)C3=C4C=CNC4=NC=N3. Drug 2: C1CCN(CC1)CCOC2=CC=C(C=C2)C(=O)C3=C(SC4=C3C=CC(=C4)O)C5=CC=C(C=C5)O. Cell line: CCRF-CEM. Synergy scores: CSS=0.987, Synergy_ZIP=2.76, Synergy_Bliss=7.70, Synergy_Loewe=3.23, Synergy_HSA=3.21. (9) Drug 1: C(CC(=O)O)C(=O)CN.Cl. Drug 2: C1CCC(C(C1)N)N.C(=O)(C(=O)[O-])[O-].[Pt+4]. Cell line: T-47D. Synergy scores: CSS=11.3, Synergy_ZIP=-5.83, Synergy_Bliss=-5.10, Synergy_Loewe=-22.4, Synergy_HSA=-3.27. (10) Drug 1: CCC(=C(C1=CC=CC=C1)C2=CC=C(C=C2)OCCN(C)C)C3=CC=CC=C3.C(C(=O)O)C(CC(=O)O)(C(=O)O)O. Drug 2: C(CCl)NC(=O)N(CCCl)N=O. Cell line: HCT-15. Synergy scores: CSS=42.9, Synergy_ZIP=2.61, Synergy_Bliss=1.27, Synergy_Loewe=-2.90, Synergy_HSA=4.28.